From a dataset of TCR-epitope binding with 47,182 pairs between 192 epitopes and 23,139 TCRs. Binary Classification. Given a T-cell receptor sequence (or CDR3 region) and an epitope sequence, predict whether binding occurs between them. (1) The epitope is MMISAGFSL. The TCR CDR3 sequence is CASGRTGSEAFF. Result: 0 (the TCR does not bind to the epitope). (2) The epitope is LLLGIGILV. The TCR CDR3 sequence is CASSSGYGQPQHF. Result: 1 (the TCR binds to the epitope). (3) The epitope is TLIGDCATV. The TCR CDR3 sequence is CASSLASAGYTGELFF. Result: 1 (the TCR binds to the epitope). (4) The epitope is SEETGTLIV. The TCR CDR3 sequence is CASSQGEEETFF. Result: 0 (the TCR does not bind to the epitope). (5) The epitope is HTTDPSFLGRY. The TCR CDR3 sequence is CASSYVGTSTETQYF. Result: 1 (the TCR binds to the epitope). (6) The epitope is TPINLVRDL. The TCR CDR3 sequence is CASSQVIADEQYF. Result: 1 (the TCR binds to the epitope). (7) The epitope is LLDFVRFMGV. Result: 0 (the TCR does not bind to the epitope). The TCR CDR3 sequence is CSALVEGDEQFF. (8) The epitope is YYRRATRRIR. The TCR CDR3 sequence is CASSFVTGEFYEQYF. Result: 0 (the TCR does not bind to the epitope).